Dataset: Full USPTO retrosynthesis dataset with 1.9M reactions from patents (1976-2016). Task: Predict the reactants needed to synthesize the given product. (1) Given the product [F:20][C:2]1([F:1])[CH2:5][C:4]2([CH2:6][CH2:7][N:8]([C:11]3[N:12]=[CH:13][C:14]([NH2:17])=[CH:15][CH:16]=3)[CH2:9][CH2:10]2)[CH2:3]1, predict the reactants needed to synthesize it. The reactants are: [F:1][C:2]1([F:20])[CH2:5][C:4]2([CH2:10][CH2:9][N:8]([C:11]3[CH:16]=[CH:15][C:14]([N+:17]([O-])=O)=[CH:13][N:12]=3)[CH2:7][CH2:6]2)[CH2:3]1.NC1C=CC(N2CCC3(CC(C(OCC)=O)C3)CC2)=NC=1. (2) Given the product [F:21][C:14]1[CH:15]=[C:16]([F:20])[C:17]([F:19])=[CH:18][C:13]=1[C@@H:11]1[C@@H:10]([NH:22][C:23](=[O:29])[O:24][C:25]([CH3:27])([CH3:26])[CH3:28])[CH2:9][N:8]2[C:4]3[CH:3]=[C:2]([CH:32]=[CH2:33])[N:31]=[CH:30][C:5]=3[N:6]=[C:7]2[CH2:12]1, predict the reactants needed to synthesize it. The reactants are: Cl[C:2]1[N:31]=[CH:30][C:5]2[N:6]=[C:7]3[CH2:12][C@H:11]([C:13]4[CH:18]=[C:17]([F:19])[C:16]([F:20])=[CH:15][C:14]=4[F:21])[C@@H:10]([NH:22][C:23](=[O:29])[O:24][C:25]([CH3:28])([CH3:27])[CH3:26])[CH2:9][N:8]3[C:4]=2[CH:3]=1.[CH2:32]([Sn](CCCC)(CCCC)C=C)[CH2:33]CC. (3) The reactants are: C(OC([NH:8][CH2:9][CH:10]1[CH2:15][CH2:14][N:13]([C:16]2[N:20]([CH3:21])[N:19]=[CH:18][C:17]=2[NH:22][C:23]([C:25]2[N:26]=[C:27](Br)[S:28][C:29]=2[NH:30]C(=O)OC(C)(C)C)=[O:24])[CH2:12][CH2:11]1)=O)CCC.[C:39]1(B2OC(C)(C)C(C)(C)O2)[CH2:45][CH2:44][CH2:43][CH2:42][CH2:41][CH:40]=1. Given the product [NH2:30][C:29]1[S:28][C:27]([C:39]2=[CH:40][CH2:41][CH2:42][CH2:43][CH2:44][CH2:45]2)=[N:26][C:25]=1[C:23]([NH:22][C:17]1[CH:18]=[N:19][N:20]([CH3:21])[C:16]=1[N:13]1[CH2:14][CH2:15][CH:10]([CH2:9][NH2:8])[CH2:11][CH2:12]1)=[O:24], predict the reactants needed to synthesize it. (4) Given the product [F:29][C:23]1[CH:22]=[C:21]([CH:26]=[CH:25][C:24]=1[O:27][CH3:28])[CH2:20][CH2:19][N:7]1[C:8]2[CH:9]=[CH:10][C:2]([Cl:1])=[CH:3][C:4]=2[C:5]2[CH2:14][N:13]([CH3:15])[CH2:12][CH2:11][C:6]1=2, predict the reactants needed to synthesize it. The reactants are: [Cl:1][C:2]1[CH:10]=[CH:9][C:8]2[NH:7][C:6]3[CH2:11][CH2:12][N:13]([CH3:15])[CH2:14][C:5]=3[C:4]=2[CH:3]=1.[OH-].[K+].Br[CH2:19][CH2:20][C:21]1[CH:26]=[CH:25][C:24]([O:27][CH3:28])=[C:23]([F:29])[CH:22]=1. (5) Given the product [CH2:1]([C:5]1[N:10]=[N:9][C:8]([O:11][C@H:12]2[CH2:13][CH2:14][C@H:15]([NH:18][CH3:19])[CH2:16][CH2:17]2)=[CH:7][C:6]=1[C:21]1[CH:22]=[CH:23][C:24]([O:27][CH:28]2[CH2:33][CH2:32][CH2:31][CH2:30][CH2:29]2)=[CH:25][CH:26]=1)[CH2:2][CH2:3][CH3:4], predict the reactants needed to synthesize it. The reactants are: [CH2:1]([C:5]1[N:10]=[N:9][C:8]([O:11][C@H:12]2[CH2:17][CH2:16][C@H:15]([NH:18][CH:19]=O)[CH2:14][CH2:13]2)=[CH:7][C:6]=1[C:21]1[CH:26]=[CH:25][C:24]([O:27][CH:28]2[CH2:33][CH2:32][CH2:31][CH2:30][CH2:29]2)=[CH:23][CH:22]=1)[CH2:2][CH2:3][CH3:4]. (6) Given the product [C:37]([OH:44])(=[O:43])/[CH:38]=[CH:39]\[C:40]([OH:42])=[O:41].[C:37]([OH:44])(=[O:43])/[CH:38]=[CH:39]\[C:40]([OH:42])=[O:41].[C:37]([OH:44])(=[O:43])/[CH:38]=[CH:39]\[C:40]([OH:42])=[O:41].[CH3:1][N:2]1[CH2:7][CH2:6][N:5]([C@@H:8]2[CH2:13][CH2:12][C@H:11]([N:14]3[C:18]4=[N:19][CH:20]=[N:21][C:22]([NH2:23])=[C:17]4[C:16]([C:24]4[CH:25]=[CH:26][C:27]([O:30][C:31]5[N:32]=[CH:33][CH:34]=[CH:35][N:36]=5)=[CH:28][CH:29]=4)=[N:15]3)[CH2:10][CH2:9]2)[CH2:4][CH2:3]1, predict the reactants needed to synthesize it. The reactants are: [CH3:1][N:2]1[CH2:7][CH2:6][N:5]([C@@H:8]2[CH2:13][CH2:12][C@H:11]([N:14]3[C:18]4=[N:19][CH:20]=[N:21][C:22]([NH2:23])=[C:17]4[C:16]([C:24]4[CH:29]=[CH:28][C:27]([O:30][C:31]5[N:36]=[CH:35][CH:34]=[CH:33][N:32]=5)=[CH:26][CH:25]=4)=[N:15]3)[CH2:10][CH2:9]2)[CH2:4][CH2:3]1.[C:37]([OH:44])(=[O:43])/[CH:38]=[CH:39]\[C:40]([OH:42])=[O:41]. (7) Given the product [CH3:16][O:6][C:5](=[O:7])[C:4]1[CH:8]=[CH:9][C:10]([F:11])=[C:2]([NH2:1])[CH:3]=1, predict the reactants needed to synthesize it. The reactants are: [NH2:1][C:2]1[CH:3]=[C:4]([CH:8]=[CH:9][C:10]=1[F:11])[C:5]([OH:7])=[O:6].S(Cl)(Cl)=O.[CH3:16]O.